From a dataset of Full USPTO retrosynthesis dataset with 1.9M reactions from patents (1976-2016). Predict the reactants needed to synthesize the given product. (1) The reactants are: Br[CH2:2][C:3]1[C:13]([Cl:14])=[N:12][CH:11]=[CH:10][C:4]=1[C:5]([O:7]CC)=O.Cl.[CH3:16][C:17]1[CH:18]=[C:19]([CH2:29][NH2:30])[CH:20]=[CH:21][C:22]=1[O:23][CH2:24][C:25]([F:28])([F:27])[F:26]. Given the product [Cl:14][C:13]1[C:3]2[CH2:2][N:30]([CH2:29][C:19]3[CH:20]=[CH:21][C:22]([O:23][CH2:24][C:25]([F:26])([F:27])[F:28])=[C:17]([CH3:16])[CH:18]=3)[C:5](=[O:7])[C:4]=2[CH:10]=[CH:11][N:12]=1, predict the reactants needed to synthesize it. (2) Given the product [C:19]([C:20]1[CH:27]=[CH:26][C:23]([CH2:24][NH:25][C:13](=[O:15])[CH:12]([C:3]2[CH:4]=[C:5]([O:10][CH3:11])[C:6]([O:8][CH3:9])=[CH:7][C:2]=2[F:1])[O:16][CH3:17])=[CH:22][CH:21]=1)#[N:18], predict the reactants needed to synthesize it. The reactants are: [F:1][C:2]1[CH:7]=[C:6]([O:8][CH3:9])[C:5]([O:10][CH3:11])=[CH:4][C:3]=1[CH:12]([O:16][CH3:17])[C:13]([OH:15])=O.[NH2:18][CH2:19][C:20]1[CH:27]=[CH:26][C:23]([C:24]#[N:25])=[CH:22][CH:21]=1. (3) The reactants are: [N:1]([O-])=O.[Na+].Cl.[Al].[Cl:7][C:8]1[CH:9]=[C:10]2[C:14](=[CH:15][CH:16]=1)[NH:13]C=C2.[O:17]1[CH2:22][CH2:21]OCC1. Given the product [Cl:7][C:8]1[CH:9]=[C:10]2[C:14](=[CH:15][CH:16]=1)[NH:13][N:1]=[C:21]2[CH:22]=[O:17], predict the reactants needed to synthesize it. (4) Given the product [Cl:1][C:2]1[CH:3]=[N:4][C:5]2[N:6]([N:8]=[C:9]([C:11]([N:20]3[CH2:19][CH2:18][N:17]4[C:21]([C:24]5[CH:29]=[CH:28][N:27]=[CH:26][N:25]=5)=[CH:22][CH:23]=[C:16]4[CH:15]3[CH3:14])=[O:13])[CH:10]=2)[CH:7]=1, predict the reactants needed to synthesize it. The reactants are: [Cl:1][C:2]1[CH:3]=[N:4][C:5]2[N:6]([N:8]=[C:9]([C:11]([OH:13])=O)[CH:10]=2)[CH:7]=1.[CH3:14][CH:15]1[NH:20][CH2:19][CH2:18][N:17]2[C:21]([C:24]3[CH:29]=[CH:28][N:27]=[CH:26][N:25]=3)=[CH:22][CH:23]=[C:16]12. (5) Given the product [CH2:9]([C:4]1[CH:3]=[C:2]([C:16]2[S:20][C:19]([C:21]([O:23][CH3:24])=[O:22])=[CH:18][CH:17]=2)[CH:7]=[CH:6][N+:5]=1[O-:8])[CH3:10], predict the reactants needed to synthesize it. The reactants are: Br[C:2]1[CH:7]=[CH:6][N+:5]([O-:8])=[C:4]([CH2:9][CH3:10])[CH:3]=1.C([Sn](CCCC)(CCCC)[C:16]1[S:20][C:19]([C:21]([O:23][CH3:24])=[O:22])=[CH:18][CH:17]=1)CCC.[F-].[Cs+].[F-].[K+]. (6) Given the product [N:1]12[CH2:9][CH2:8][CH:5]([CH2:6][CH2:7]1)[N:4]([C:10]1[CH:15]=[CH:14][C:13]([NH:16][S:23]([C:17]3[CH:22]=[CH:21][CH:20]=[CH:19][CH:18]=3)(=[O:25])=[O:24])=[CH:12][CH:11]=1)[CH2:3][CH2:2]2, predict the reactants needed to synthesize it. The reactants are: [N:1]12[CH2:9][CH2:8][CH:5]([CH2:6][CH2:7]1)[N:4]([C:10]1[CH:15]=[CH:14][C:13]([NH2:16])=[CH:12][CH:11]=1)[CH2:3][CH2:2]2.[C:17]1([S:23](Cl)(=[O:25])=[O:24])[CH:22]=[CH:21][CH:20]=[CH:19][CH:18]=1. (7) Given the product [C:25]([C@:6]1([CH2:5][OH:4])[O:10][C@@H:9]([N:11]2[CH:19]=[C:17]([CH3:18])[C:15](=[O:16])[NH:14][C:12]2=[O:13])[CH:8]=[CH:7]1)#[CH:26], predict the reactants needed to synthesize it. The reactants are: C([O:4][CH2:5][C@@:6]1([C:25]#[CH:26])[O:10][C@@H:9]([N:11]2[CH:19]=[C:17]([CH3:18])[C:15](=[O:16])[NH:14][C:12]2=[O:13])[CH2:8][C@H:7]1OS(C)(=O)=O)(=O)C.C1CN2C(=NCCC2)C1.CO. (8) Given the product [F:18][C:15]1[CH:16]=[CH:17][C:12]([N:9]2[CH2:10][CH2:11][CH:6]([C:4]([OH:5])=[O:3])[CH2:7][CH2:8]2)=[N:13][CH:14]=1, predict the reactants needed to synthesize it. The reactants are: C([O:3][C:4]([CH:6]1[CH2:11][CH2:10][N:9]([C:12]2[CH:17]=[CH:16][C:15]([F:18])=[CH:14][N:13]=2)[CH2:8][CH2:7]1)=[O:5])C.O[Li].O. (9) Given the product [Cl:1][C:2]1[CH:3]=[C:4]([CH:5]=[C:6]([Cl:8])[CH:7]=1)[O:9][C:11]1[CH:18]=[CH:17][C:14]([CH:15]=[O:16])=[CH:13][CH:12]=1, predict the reactants needed to synthesize it. The reactants are: [Cl:1][C:2]1[CH:3]=[C:4]([OH:9])[CH:5]=[C:6]([Cl:8])[CH:7]=1.F[C:11]1[CH:18]=[CH:17][C:14]([CH:15]=[O:16])=[CH:13][CH:12]=1.C(=O)([O-])[O-].[Cs+].[Cs+].O. (10) The reactants are: Cl.[Cl:2][CH2:3][CH2:4][CH2:5][CH:6]([C:18]1[CH:23]=[CH:22][C:21]([CH3:24])=[CH:20][CH:19]=1)[C:7]([NH:9][NH:10]C(OC(C)(C)C)=O)=[O:8]. Given the product [ClH:2].[Cl:2][CH2:3][CH2:4][CH2:5][CH:6]([C:18]1[CH:23]=[CH:22][C:21]([CH3:24])=[CH:20][CH:19]=1)[C:7]([NH:9][NH2:10])=[O:8], predict the reactants needed to synthesize it.